This data is from Full USPTO retrosynthesis dataset with 1.9M reactions from patents (1976-2016). The task is: Predict the reactants needed to synthesize the given product. (1) Given the product [Br:1][C:2]1[CH:7]=[CH:6][N:5]=[C:4]2[N:8]([S:11]([C:14]3[CH:20]=[CH:19][C:17]([CH3:18])=[CH:16][CH:15]=3)(=[O:13])=[O:12])[C:9]([I:49])=[CH:10][C:3]=12, predict the reactants needed to synthesize it. The reactants are: [Br:1][C:2]1[CH:7]=[CH:6][N:5]=[C:4]2[N:8]([S:11]([C:14]3[CH:20]=[CH:19][C:17]([CH3:18])=[CH:16][CH:15]=3)(=[O:13])=[O:12])[CH:9]=[CH:10][C:3]=12.C([N-]C(C)C)(C)C.[Li+].CCCCCCC.O1CCCC1.C(C1C=CC=CC=1)C.[I:49]I. (2) Given the product [F:27][C:28]([F:41])([F:40])[S:29]([O:11][CH2:10][C@@H:7]1[O:6][C:5]2[CH:12]=[CH:13][C:2]([Cl:1])=[CH:3][C:4]=2[O:9][CH2:8]1)(=[O:31])=[O:30], predict the reactants needed to synthesize it. The reactants are: [Cl:1][C:2]1[CH:13]=[CH:12][C:5]2[O:6][C@@H:7]([CH2:10][OH:11])[CH2:8][O:9][C:4]=2[CH:3]=1.C1(C)C=CC=CC=1.N1C=CC=CC=1.[F:27][C:28]([F:41])([F:40])[S:29](O[S:29]([C:28]([F:41])([F:40])[F:27])(=[O:31])=[O:30])(=[O:31])=[O:30]. (3) Given the product [C:25]1(=[O:24])[O:40][C:41](=[O:10])[CH:31]2[CH2:30][CH2:29][CH2:28][CH2:27][CH:26]12.[CH3:41][O:40][C:25]([O:24][CH3:23])([C:26]1[CH:31]=[CH:30][CH:29]=[CH:28][CH:27]=1)[C:32]([C:34]1[CH:39]=[CH:38][CH:37]=[CH:36][CH:35]=1)=[O:33], predict the reactants needed to synthesize it. The reactants are: CC(C1C=CC(O)=CC=1)(C1C=CC([OH:10])=CC=1)C.C1OC1CCl.[CH3:23][O:24][C:25]([O:40][CH3:41])([C:32]([C:34]1[CH:39]=[CH:38][CH:37]=[CH:36][CH:35]=1)=[O:33])[C:26]1[CH:31]=[CH:30][CH:29]=[CH:28][CH:27]=1. (4) Given the product [CH2:8]([C:10]([C:28]1[S:32][C:31]([S:33]([NH:36][CH2:6][C:5]([OH:4])=[O:7])(=[O:35])=[O:34])=[C:30]([CH3:37])[CH:29]=1)([C:13]1[CH:18]=[CH:17][C:16]([CH2:19][CH2:20][CH:21]([OH:26])[C:22]([CH3:24])([CH3:25])[CH3:23])=[C:15]([CH3:27])[CH:14]=1)[CH2:11][CH3:12])[CH3:9], predict the reactants needed to synthesize it. The reactants are: [Li+].[OH-].C[O:4][C:5](=[O:7])[CH3:6].[CH2:8]([C:10]([C:28]1[S:32][C:31]([S:33]([NH2:36])(=[O:35])=[O:34])=[C:30]([CH3:37])[CH:29]=1)([C:13]1[CH:18]=[CH:17][C:16]([CH2:19][CH2:20][CH:21]([OH:26])[C:22]([CH3:25])([CH3:24])[CH3:23])=[C:15]([CH3:27])[CH:14]=1)[CH2:11][CH3:12])[CH3:9]. (5) Given the product [C:23]([C:27]1[CH:28]=[C:29]([CH:66]=[O:67])[C:30]([O:64][CH3:65])=[C:31]([NH:33][C:34]([C:36]2[CH:37]=[CH:38][C:39]([CH3:63])=[C:40]([CH:62]=2)[O:41][C:42]2[CH:47]=[CH:46][N:45]=[C:44]([CH2:48][CH:49]3[CH2:54][CH2:53][N:52]([C:55]([O:57][C:58]([CH3:59])([CH3:60])[CH3:61])=[O:56])[CH2:51][CH2:50]3)[CH:43]=2)=[O:35])[CH:32]=1)([CH3:24])([CH3:25])[CH3:26], predict the reactants needed to synthesize it. The reactants are: CC(OI1(OC(C)=O)(OC(C)=O)OC(=O)C2C1=CC=CC=2)=O.[C:23]([C:27]1[CH:28]=[C:29]([CH2:66][OH:67])[C:30]([O:64][CH3:65])=[C:31]([NH:33][C:34]([C:36]2[CH:37]=[CH:38][C:39]([CH3:63])=[C:40]([CH:62]=2)[O:41][C:42]2[CH:47]=[CH:46][N:45]=[C:44]([CH2:48][CH:49]3[CH2:54][CH2:53][N:52]([C:55]([O:57][C:58]([CH3:61])([CH3:60])[CH3:59])=[O:56])[CH2:51][CH2:50]3)[CH:43]=2)=[O:35])[CH:32]=1)([CH3:26])([CH3:25])[CH3:24]. (6) Given the product [CH3:31][N:32]([CH3:33])[CH2:28][CH2:27][CH2:26][N:12]1[C:13]2=[N:14][C:15]([NH:19][C:20]3[CH:25]=[CH:24][CH:23]=[CH:22][CH:21]=3)=[N:16][CH:17]=[C:18]2[C:10]([NH:9][C:3]2[C:4]([CH3:8])=[CH:5][CH:6]=[CH:7][C:2]=2[CH3:1])=[N:11]1, predict the reactants needed to synthesize it. The reactants are: [CH3:1][C:2]1[CH:7]=[CH:6][CH:5]=[C:4]([CH3:8])[C:3]=1[NH:9][C:10]1[C:18]2[C:13](=[N:14][C:15]([NH:19][C:20]3[CH:25]=[CH:24][CH:23]=[CH:22][CH:21]=3)=[N:16][CH:17]=2)[N:12]([CH2:26][CH2:27][CH:28]=O)[N:11]=1.Cl.[CH3:31][NH:32][CH3:33].[BH-](OC(C)=O)(OC(C)=O)OC(C)=O.[Na+].C(N(CC)CC)C. (7) Given the product [CH3:1][O:2][C:3]1[CH:11]=[C:10]2[C:6]([CH2:26][CH2:7][CH2:8][CH:9]2[C:18]#[N:19])=[CH:5][C:4]=1[CH3:13], predict the reactants needed to synthesize it. The reactants are: [CH3:1][O:2][C:3]1[CH:11]=[C:10]2[C:6]([CH2:7][CH2:8][C:9]2=O)=[CH:5][C:4]=1[CH3:13].C[Si]([C:18]#[N:19])(C)C.[Cl-].[Al+3].[Cl-].[Cl-].[I-].[Na+].[CH3:26][Si](Cl)(C)C. (8) The reactants are: [C:1]([O:5][C:6]([N:8]1[CH2:12][CH2:11][CH:10]([NH2:13])[CH2:9]1)=[O:7])([CH3:4])([CH3:3])[CH3:2].CCN(CC)CC.Cl[C:22]([O:24][CH3:25])=[O:23]. Given the product [C:1]([O:5][C:6]([N:8]1[CH2:12][CH2:11][CH:10]([NH:13][C:22]([O:24][CH3:25])=[O:23])[CH2:9]1)=[O:7])([CH3:4])([CH3:2])[CH3:3], predict the reactants needed to synthesize it. (9) Given the product [CH2:17]([O:16][C:10](=[O:15])[C:11]([C:12](=[O:13])[CH3:14])=[CH:8][CH2:7][CH:1]1[CH2:2][CH2:3][CH2:4][CH2:5][CH2:6]1)[CH3:18], predict the reactants needed to synthesize it. The reactants are: [CH:1]1([CH2:7][CH:8]=O)[CH2:6][CH2:5][CH2:4][CH2:3][CH2:2]1.[C:10]([O:16][CH2:17][CH3:18])(=[O:15])[CH2:11][C:12]([CH3:14])=[O:13]. (10) Given the product [Br:1][C:2]1[CH:7]=[CH:6][CH:5]=[C:4]([CH:8]([CH:11]2[CH2:12][CH2:13]2)[CH3:9])[C:3]=1[OH:14], predict the reactants needed to synthesize it. The reactants are: [Br:1][C:2]1[CH:7]=[CH:6][CH:5]=[C:4]([C:8]([CH:11]2[CH2:13][CH2:12]2)(O)[CH3:9])[C:3]=1[OH:14].C([SiH](CC)CC)C.FC(F)(F)C(O)=O.